Task: Predict the reactants needed to synthesize the given product.. Dataset: Full USPTO retrosynthesis dataset with 1.9M reactions from patents (1976-2016) (1) Given the product [O:21]1[C:32]2[C:33]3[C:28]([C:29]([C:2]4[C:11]5[C:6](=[CH:7][CH:8]=[CH:9][CH:10]=5)[CH:5]=[C:4]([CH3:12])[C:3]=4[OH:13])=[CH:30][CH:31]=2)=[N:27][CH:26]=[CH:25][C:24]=3[CH2:23][CH2:22]1, predict the reactants needed to synthesize it. The reactants are: Br[C:2]1[C:11]2[C:6](=[CH:7][CH:8]=[CH:9][CH:10]=2)[CH:5]=[C:4]([CH3:12])[C:3]=1[OH:13].OC(C(F)(F)F)=O.[O:21]1[C:32]2[C:33]3[C:28]([C:29](B(O)O)=[CH:30][CH:31]=2)=[N:27][CH:26]=[CH:25][C:24]=3[CH2:23][CH2:22]1.C([O-])([O-])=O.[K+].[K+].CC(N(C)C)=O. (2) The reactants are: [Cl:1][C:2]1[CH:7]=[CH:6][CH:5]=[C:4]([Cl:8])[C:3]=1[C:9]([C:12]1[N:13]([C:21]2[CH:26]=[CH:25][C:24]([C:27]3[CH:32]=[C:31](S(C)(=O)=O)[C:30]([CH2:37][OH:38])=[C:29]([F:39])[CH:28]=3)=[CH:23][C:22]=2[F:40])[CH:14]=[C:15]([C:17]([OH:20])([CH3:19])[CH3:18])[N:16]=1)([CH3:11])[CH3:10].[C:41]([O:45][P:46]([O:53][CH2:54][C:55]1[CH:56]=[C:57]([CH:61]=[CH:62][CH:63]=1)[C:58](O)=[O:59])([O:48][C:49]([CH3:52])([CH3:51])[CH3:50])=[O:47])([CH3:44])([CH3:43])[CH3:42].C1CCC(N=C=NC2CCCCC2)CC1. Given the product [C:49]([O:48][P:46]([O:53][CH2:54][C:55]1[CH:56]=[C:57]([CH:61]=[CH:62][CH:63]=1)[C:58]([O:38][CH2:37][C:30]1[CH:31]=[CH:32][C:27]([C:24]2[CH:25]=[CH:26][C:21]([N:13]3[CH:14]=[C:15]([C:17]([OH:20])([CH3:19])[CH3:18])[N:16]=[C:12]3[C:9]([C:3]3[C:2]([Cl:1])=[CH:7][CH:6]=[CH:5][C:4]=3[Cl:8])([CH3:11])[CH3:10])=[C:22]([F:40])[CH:23]=2)=[CH:28][C:29]=1[F:39])=[O:59])([O:45][C:41]([CH3:44])([CH3:43])[CH3:42])=[O:47])([CH3:50])([CH3:51])[CH3:52], predict the reactants needed to synthesize it. (3) Given the product [NH:1]1[C:5]2[CH:6]=[CH:7][CH:8]=[CH:9][C:4]=2[N:3]=[C:2]1[CH:10]([NH:20][C:30]([NH:29][CH2:28][C:25]1[CH:26]=[CH:27][C:22]([Cl:21])=[CH:23][CH:24]=1)=[O:31])[CH2:11][C:12]1[CH:17]=[CH:16][C:15]([O:18][CH3:19])=[CH:14][CH:13]=1, predict the reactants needed to synthesize it. The reactants are: [NH:1]1[C:5]2[CH:6]=[CH:7][CH:8]=[CH:9][C:4]=2[N:3]=[C:2]1[CH:10]([NH2:20])[CH2:11][C:12]1[CH:17]=[CH:16][C:15]([O:18][CH3:19])=[CH:14][CH:13]=1.[Cl:21][C:22]1[CH:27]=[CH:26][C:25]([CH2:28][NH2:29])=[CH:24][CH:23]=1.[C:30](O)(C(F)(F)F)=[O:31]. (4) Given the product [Cl:37][C:34]1[CH:33]=[CH:32][C:31]([S:28]([CH:27]([C:38]2[CH:43]=[C:42]([F:44])[CH:41]=[CH:40][C:39]=2[F:45])[CH2:26][C:21]2[CH:22]=[CH:23][CH:24]=[CH:25][C:20]=2[CH2:19][OH:18])(=[O:30])=[O:29])=[CH:36][CH:35]=1, predict the reactants needed to synthesize it. The reactants are: [Si]([O:18][CH2:19][C:20]1[CH:25]=[CH:24][CH:23]=[CH:22][C:21]=1[CH2:26][CH:27]([C:38]1[CH:43]=[C:42]([F:44])[CH:41]=[CH:40][C:39]=1[F:45])[S:28]([C:31]1[CH:36]=[CH:35][C:34]([Cl:37])=[CH:33][CH:32]=1)(=[O:30])=[O:29])(C(C)(C)C)(C1C=CC=CC=1)C1C=CC=CC=1.[F-].C([N+](CCCC)(CCCC)CCCC)CCC.O. (5) Given the product [F:1][C:2]1([F:12])[CH2:5][CH:4]([C:6](=[O:7])[CH3:13])[CH2:3]1, predict the reactants needed to synthesize it. The reactants are: [F:1][C:2]1([F:12])[CH2:5][CH:4]([C:6](N(OC)C)=[O:7])[CH2:3]1.[CH3:13][Mg]Br. (6) Given the product [F:14][C:15]1[CH:35]=[CH:34][CH:33]=[CH:32][C:16]=1[CH2:17][N:18]1[C:22]2=[N:23][C:24]([CH3:27])=[N:25][CH:26]=[C:21]2[C:20]([C:28]2[N:29]=[N:30][C:7]([C:2]([CH3:13])([CH3:1])[C:3]([O:5][CH3:6])=[O:4])=[C:8]([OH:9])[N:31]=2)=[N:19]1, predict the reactants needed to synthesize it. The reactants are: [CH3:1][C:2]([CH3:13])([C:7](=O)[C:8](OC)=[O:9])[C:3]([O:5][CH3:6])=[O:4].[F:14][C:15]1[CH:35]=[CH:34][CH:33]=[CH:32][C:16]=1[CH2:17][N:18]1[C:22]2=[N:23][C:24]([CH3:27])=[N:25][CH:26]=[C:21]2[C:20]([C:28](=[NH:31])[NH:29][NH2:30])=[N:19]1. (7) The reactants are: Cl.C[O:3][C:4](=[O:39])[C:5]1[CH:10]=[CH:9][C:8]([CH2:11][O:12][C:13]2[CH:18]=[CH:17][C:16]([CH2:19][C@H:20]([NH2:38])[C:21]3[N:22]([CH2:34][CH2:35][CH2:36][CH3:37])[CH:23]=[C:24]([C:26]4[CH:31]=[CH:30][C:29]([Cl:32])=[CH:28][C:27]=4[Cl:33])[N:25]=3)=[CH:15][CH:14]=2)=[CH:7][CH:6]=1.[CH3:40][O:41][C:42]1[CH:47]=[CH:46][C:45]([CH2:48][CH2:49][C:50](O)=[O:51])=[CH:44][CH:43]=1. Given the product [CH2:34]([N:22]1[CH:23]=[C:24]([C:26]2[CH:31]=[CH:30][C:29]([Cl:32])=[CH:28][C:27]=2[Cl:33])[N:25]=[C:21]1[C@@H:20]([NH:38][C:50](=[O:51])[CH2:49][CH2:48][C:45]1[CH:46]=[CH:47][C:42]([O:41][CH3:40])=[CH:43][CH:44]=1)[CH2:19][C:16]1[CH:17]=[CH:18][C:13]([O:12][CH2:11][C:8]2[CH:9]=[CH:10][C:5]([C:4]([OH:3])=[O:39])=[CH:6][CH:7]=2)=[CH:14][CH:15]=1)[CH2:35][CH2:36][CH3:37], predict the reactants needed to synthesize it.